Dataset: Catalyst prediction with 721,799 reactions and 888 catalyst types from USPTO. Task: Predict which catalyst facilitates the given reaction. (1) Reactant: C[C:2]1[CH:7]=[CH:6][C:5]2[NH:8][C:9]3[C:14]([C:15](=[O:16])[C:4]=2[CH:3]=1)=[CH:13][C:12]1[NH:17][C:18]2[CH:25]=[CH:24][C:23](C)=[CH:22][C:19]=2[C:20](=[O:21])[C:11]=1[CH:10]=3.C(O)C(C)C. Product: [CH:23]1[CH:22]=[C:19]2[C:20]([C:11]3[C:12]([NH:17][C:18]2=[CH:25][CH:24]=1)=[CH:13][C:14]1[C:15]([C:4]2[C:5]([NH:8][C:9]=1[CH:10]=3)=[CH:6][CH:7]=[CH:2][CH:3]=2)=[O:16])=[O:21]. The catalyst class is: 6. (2) Reactant: [CH3:1][O:2][C:3]1[CH:4]=[C:5]([NH:11][C:12]2[C:13]([NH:22][S:23]([C:26]3[CH:27]=[N:28][CH:29]=[CH:30][CH:31]=3)(=[O:25])=[O:24])=[N:14][C:15]3[C:20]([N:21]=2)=[CH:19][CH:18]=[CH:17][CH:16]=3)[CH:6]=[C:7]([O:9][CH3:10])[CH:8]=1.[CH3:32][N:33]([CH3:37])[CH2:34][CH2:35][NH2:36]. Product: [CH3:10][O:9][C:7]1[CH:6]=[C:5]([NH:11][C:12]2[C:13]([NH:22][S:23]([C:26]3[CH:27]=[N:28][C:29]([NH:36][CH2:35][CH2:34][N:33]([CH3:37])[CH3:32])=[CH:30][CH:31]=3)(=[O:24])=[O:25])=[N:14][C:15]3[C:20]([N:21]=2)=[CH:19][CH:18]=[CH:17][CH:16]=3)[CH:4]=[C:3]([O:2][CH3:1])[CH:8]=1. The catalyst class is: 3. (3) Reactant: [C:1]([N:4]1[C:12]2[C:7](=[CH:8][C:9]([O:13][CH3:14])=[CH:10][CH:11]=2)[CH2:6][C@H:5]1[CH3:15])(=[O:3])[CH3:2].[N:16]([O-:18])=[O:17].[Na+].O. Product: [C:1]([N:4]1[C:12]2[C:7](=[CH:8][C:9]([O:13][CH3:14])=[C:10]([N+:16]([O-:18])=[O:17])[CH:11]=2)[CH2:6][C@H:5]1[CH3:15])(=[O:3])[CH3:2]. The catalyst class is: 67.